Dataset: Full USPTO retrosynthesis dataset with 1.9M reactions from patents (1976-2016). Task: Predict the reactants needed to synthesize the given product. (1) Given the product [NH2:10][C:8]1[CH:7]=[N:6][N:5]([CH2:4][C:3]([NH:2][CH3:1])=[O:13])[CH:9]=1, predict the reactants needed to synthesize it. The reactants are: [CH3:1][NH:2][C:3](=[O:13])[CH2:4][N:5]1[CH:9]=[C:8]([N+:10]([O-])=O)[CH:7]=[N:6]1. (2) Given the product [O:10]=[C:6]1[C:3]2=[CH:4][NH:5][C:1]([CH:13]=[O:14])=[C:2]2[CH2:9][CH2:8][O:7]1, predict the reactants needed to synthesize it. The reactants are: [CH:1]1[NH:5][CH:4]=[C:3]2[C:6](=[O:10])[O:7][CH2:8][CH2:9][C:2]=12.CN(C)[CH:13]=[O:14].P(Cl)(Cl)(Cl)=O. (3) Given the product [Cl:22][C:23]1[N:28]=[C:27]([C:2]2[C:10]3[C:5](=[CH:6][CH:7]=[C:8]([C:11]([N:13]([CH3:15])[CH3:14])=[O:12])[CH:9]=3)[N:4]([CH:16]3[CH2:21][CH2:20][CH2:19][CH2:18][O:17]3)[N:3]=2)[CH:26]=[CH:25][N:24]=1, predict the reactants needed to synthesize it. The reactants are: I[C:2]1[C:10]2[C:5](=[CH:6][CH:7]=[C:8]([C:11]([N:13]([CH3:15])[CH3:14])=[O:12])[CH:9]=2)[N:4]([CH:16]2[CH2:21][CH2:20][CH2:19][CH2:18][O:17]2)[N:3]=1.[Cl:22][C:23]1[N:28]=[C:27]([Sn](CCCC)(CCCC)CCCC)[CH:26]=[CH:25][N:24]=1. (4) Given the product [Cl:1][C:2]1[CH:10]=[C:9]2[C:5]([CH:6]([C:13]3[CH:18]=[CH:17][C:16]([CH3:19])=[C:15]([CH3:20])[CH:14]=3)[C:7](=[O:11])[NH:8]2)=[CH:4][CH:3]=1, predict the reactants needed to synthesize it. The reactants are: [Cl:1][C:2]1[CH:10]=[C:9]2[C:5]([C:6]([C:13]3[CH:18]=[CH:17][C:16]([CH3:19])=[C:15]([CH3:20])[CH:14]=3)(O)[C:7](=[O:11])[NH:8]2)=[CH:4][CH:3]=1.C([SiH](CC)CC)C.FC(F)(F)C(O)=O.C(=O)([O-])[O-].[Na+].[Na+]. (5) Given the product [ClH:1].[Cl:1][C:2]1[CH:3]=[C:4]([CH2:10][NH:11][C@H:12]2[CH2:17][CH2:16][N:15]([CH2:18][CH2:19][N:20]3[C:29]4[C:24](=[N:25][CH:26]=[C:27]([O:30][CH3:31])[CH:28]=4)[CH:23]=[CH:22][C:21]3=[O:32])[CH2:14][C@H:13]2[OH:33])[CH:5]=[N:6][C:7]=1[CH2:8][OH:9], predict the reactants needed to synthesize it. The reactants are: [Cl:1][C:2]1[CH:3]=[C:4]([CH2:10][NH:11][C@H:12]2[CH2:17][CH2:16][N:15]([CH2:18][CH2:19][N:20]3[C:29]4[C:24](=[N:25][CH:26]=[C:27]([O:30][CH3:31])[CH:28]=4)[CH:23]=[CH:22][C:21]3=[O:32])[CH2:14][C@H:13]2[OH:33])[CH:5]=[N:6][C:7]=1[CH2:8][OH:9].Cl. (6) Given the product [Cl:9][C:6]1[N:5]=[C:4]([N:10]2[CH2:15][CH2:14][O:13][CH2:12][CH2:11]2)[N:3]=[C:2]([N:16]2[CH2:21][CH2:20][O:19][CH2:18][CH2:17]2)[C:7]=1[CH3:8], predict the reactants needed to synthesize it. The reactants are: Cl[C:2]1[C:7]([CH3:8])=[C:6]([Cl:9])[N:5]=[C:4]([N:10]2[CH2:15][CH2:14][O:13][CH2:12][CH2:11]2)[N:3]=1.[NH:16]1[CH2:21][CH2:20][O:19][CH2:18][CH2:17]1.C(N(CC)CC)C.